From a dataset of Full USPTO retrosynthesis dataset with 1.9M reactions from patents (1976-2016). Predict the reactants needed to synthesize the given product. (1) Given the product [F:16][C:17]1([F:25])[CH2:22][CH2:21][CH:20]([CH2:23][NH:24][C:2]2[CH:11]=[CH:10][C:5]([C:6]([O:8][CH3:9])=[O:7])=[CH:4][C:3]=2[N+:12]([O-:14])=[O:13])[CH2:19][CH2:18]1, predict the reactants needed to synthesize it. The reactants are: F[C:2]1[CH:11]=[CH:10][C:5]([C:6]([O:8][CH3:9])=[O:7])=[CH:4][C:3]=1[N+:12]([O-:14])=[O:13].Cl.[F:16][C:17]1([F:25])[CH2:22][CH2:21][CH:20]([CH2:23][NH2:24])[CH2:19][CH2:18]1.C(N(CC)CC)C. (2) Given the product [CH3:17][C:18]1[N:19]=[CH:20][N:21]([C:23]2[CH:24]=[C:25]([NH:29][C:2]3[C:11]4[C:6](=[C:7]([C:12]5[CH:16]=[CH:15][S:14][CH:13]=5)[CH:8]=[CH:9][CH:10]=4)[CH:5]=[CH:4][N:3]=3)[CH:26]=[CH:27][CH:28]=2)[CH:22]=1, predict the reactants needed to synthesize it. The reactants are: Cl[C:2]1[C:11]2[C:6](=[C:7]([C:12]3[CH:16]=[CH:15][S:14][CH:13]=3)[CH:8]=[CH:9][CH:10]=2)[CH:5]=[CH:4][N:3]=1.[CH3:17][C:18]1[N:19]=[CH:20][N:21]([C:23]2[CH:24]=[C:25]([NH2:29])[CH:26]=[CH:27][CH:28]=2)[CH:22]=1.C(=O)([O-])[O-].[K+].[K+]. (3) Given the product [CH3:25][O:26][C:27](=[O:38])[C@@H:28]([NH:37][C:20]([C:15]1[N:16]=[CH:17][C:18]2[C:13]([CH:14]=1)=[CH:12][CH:11]=[C:10]([O:9][C:8]1[CH:23]=[CH:24][C:5]([C:1]([CH3:4])([CH3:3])[CH3:2])=[CH:6][CH:7]=1)[CH:19]=2)=[O:21])[CH2:29][C:30]1[CH:35]=[CH:34][C:33]([OH:36])=[CH:32][CH:31]=1, predict the reactants needed to synthesize it. The reactants are: [C:1]([C:5]1[CH:24]=[CH:23][C:8]([O:9][C:10]2[CH:19]=[C:18]3[C:13]([CH:14]=[C:15]([C:20](O)=[O:21])[N:16]=[CH:17]3)=[CH:12][CH:11]=2)=[CH:7][CH:6]=1)([CH3:4])([CH3:3])[CH3:2].[CH3:25][O:26][C:27](=[O:38])[C@@H:28]([NH2:37])[CH2:29][C:30]1[CH:35]=[CH:34][C:33]([OH:36])=[CH:32][CH:31]=1. (4) Given the product [O:17]1[CH2:22][CH2:21][CH:20]([NH:15][C:12]2[CH:13]=[CH:14][C:9]([B:4]3[O:3][C:2]([CH3:16])([CH3:1])[C:6]([CH3:7])([CH3:8])[O:5]3)=[CH:10][CH:11]=2)[CH2:19][CH2:18]1, predict the reactants needed to synthesize it. The reactants are: [CH3:1][C:2]1([CH3:16])[C:6]([CH3:8])([CH3:7])[O:5][B:4]([C:9]2[CH:14]=[CH:13][C:12]([NH2:15])=[CH:11][CH:10]=2)[O:3]1.[O:17]1[CH2:22][CH2:21][C:20](=O)[CH2:19][CH2:18]1.C(O[BH-](OC(=O)C)OC(=O)C)(=O)C.[Na+].